Dataset: Reaction yield outcomes from USPTO patents with 853,638 reactions. Task: Predict the reaction yield, written as a fraction of the theoretical maximum amount of product (1.0 means a 100% yield; for example, 0.34 means a 34% yield). The reactants are C1(C)C=CC=CC=1.[F:8][C:9]1[CH:10]=[C:11]([CH:27]=[CH:28][CH:29]=1)[C:12]([C@@H:14]1[CH2:19][CH2:18][CH2:17][N:16]([C:20]([O:22][C:23]([CH3:26])([CH3:25])[CH3:24])=[O:21])[CH2:15]1)=[O:13].CO. The catalyst is C1COCC1.CCOC(C)=O. The product is [F:8][C:9]1[CH:10]=[C:11]([C@H:12]([OH:13])[CH:14]2[CH2:19][CH2:18][CH2:17][N:16]([C:20]([O:22][C:23]([CH3:25])([CH3:24])[CH3:26])=[O:21])[CH2:15]2)[CH:27]=[CH:28][CH:29]=1. The yield is 0.390.